From a dataset of Full USPTO retrosynthesis dataset with 1.9M reactions from patents (1976-2016). Predict the reactants needed to synthesize the given product. (1) Given the product [CH:28]([NH:7][CH2:8][CH2:9][N:10]1[C:19]2[C:14](=[CH:15][C:16]([NH:20][C:21]([C:23]3[S:24][CH:25]=[CH:26][CH:27]=3)=[NH:22])=[CH:17][CH:18]=2)[CH2:13][CH2:12][CH2:11]1)([CH3:30])[CH3:29], predict the reactants needed to synthesize it. The reactants are: C(OC(=O)[N:7]([CH:28]([CH3:30])[CH3:29])[CH2:8][CH2:9][N:10]1[C:19]2[C:14](=[CH:15][C:16]([NH:20][C:21]([C:23]3[S:24][CH:25]=[CH:26][CH:27]=3)=[NH:22])=[CH:17][CH:18]=2)[CH2:13][CH2:12][CH2:11]1)(C)(C)C.Cl. (2) Given the product [CH2:1]([O:8][CH:9]1[CH2:12][CH:11]([CH:13]2[NH:16][C:17](=[O:21])[CH:18]([CH3:19])[O:15][CH2:14]2)[CH2:10]1)[C:2]1[CH:7]=[CH:6][CH:5]=[CH:4][CH:3]=1, predict the reactants needed to synthesize it. The reactants are: [CH2:1]([O:8][CH:9]1[CH2:12][CH:11]([CH:13]([NH:16][C:17](=[O:21])[CH:18](Cl)[CH3:19])[CH2:14][OH:15])[CH2:10]1)[C:2]1[CH:7]=[CH:6][CH:5]=[CH:4][CH:3]=1.CC(C)([O-])C.[K+]. (3) Given the product [Br:1][C:2]1[C:3]([O:9][CH3:11])=[N:4][CH:5]=[C:6]([F:8])[CH:7]=1, predict the reactants needed to synthesize it. The reactants are: [Br:1][C:2]1[C:3](=[O:9])[NH:4][CH:5]=[C:6]([F:8])[CH:7]=1.I[CH3:11]. (4) Given the product [CH3:5][O:6][C:7]1[CH:12]=[C:11]([O:13][CH3:14])[N:10]=[C:9]([NH:15][C:16]([NH:18][S:19]([C:22]2[CH:27]=[C:26]([NH:28][C:1](=[O:3])[CH3:2])[CH:25]=[CH:24][C:23]=2[C:29]([N:31]([CH3:33])[CH3:32])=[O:30])(=[O:21])=[O:20])=[O:17])[N:8]=1, predict the reactants needed to synthesize it. The reactants are: [C:1](Cl)(=[O:3])[CH3:2].[CH3:5][O:6][C:7]1[CH:12]=[C:11]([O:13][CH3:14])[N:10]=[C:9]([NH:15][C:16]([NH:18][S:19]([C:22]2[CH:27]=[C:26]([NH2:28])[CH:25]=[CH:24][C:23]=2[C:29]([N:31]([CH3:33])[CH3:32])=[O:30])(=[O:21])=[O:20])=[O:17])[N:8]=1. (5) Given the product [O:1]1[CH2:6][CH2:5][N:4]([C:7]2[C:8]3[N:9]([CH:21]=[C:22]([CH2:24][O:25][C:26]4[CH:35]=[CH:34][C:33]5[C:28](=[CH:29][CH:30]=[CH:31][CH:32]=5)[N:27]=4)[N:23]=3)[C:10]([C:13]3[CH:14]=[CH:15][C:16]([C:19]([NH2:20])=[O:36])=[N:17][CH:18]=3)=[CH:11][N:12]=2)[CH2:3][CH2:2]1, predict the reactants needed to synthesize it. The reactants are: [O:1]1[CH2:6][CH2:5][N:4]([C:7]2[C:8]3[N:9]([CH:21]=[C:22]([CH2:24][O:25][C:26]4[CH:35]=[CH:34][C:33]5[C:28](=[CH:29][CH:30]=[CH:31][CH:32]=5)[N:27]=4)[N:23]=3)[C:10]([C:13]3[CH:14]=[CH:15][C:16]([C:19]#[N:20])=[N:17][CH:18]=3)=[CH:11][N:12]=2)[CH2:3][CH2:2]1.[OH-:36].[Na+].OO.Cl. (6) Given the product [Cl:11][C:12]1[CH:17]=[C:16]([Cl:18])[CH:15]=[CH:14][C:13]=1[N:19]1[C:27]2[CH:26]=[CH:25][N:24]([N:28]3[CH2:33][CH2:32][CH2:31][CH2:30][CH2:29]3)[C:23](=[O:34])[C:22]=2[C:21]([CH3:35])=[C:20]1[C:36]1[CH:37]=[CH:38][C:39]([O:42][S:5]([CH2:4][CH2:3][C:2]([F:10])([F:9])[F:1])(=[O:7])=[O:6])=[CH:40][CH:41]=1, predict the reactants needed to synthesize it. The reactants are: [F:1][C:2]([F:10])([F:9])[CH2:3][CH2:4][S:5](Cl)(=[O:7])=[O:6].[Cl:11][C:12]1[CH:17]=[C:16]([Cl:18])[CH:15]=[CH:14][C:13]=1[N:19]1[C:27]2[CH:26]=[CH:25][N:24]([N:28]3[CH2:33][CH2:32][CH2:31][CH2:30][CH2:29]3)[C:23](=[O:34])[C:22]=2[C:21]([CH3:35])=[C:20]1[C:36]1[CH:41]=[CH:40][C:39]([OH:42])=[CH:38][CH:37]=1. (7) Given the product [Cl:1][C:2]1[CH:3]=[C:4]([CH:36]=[CH:37][C:38]=1[O:39][CH3:40])[CH2:5][NH:6][C:7]1[C:12]([C:13]([O:15][CH2:16][CH2:17][O:18][CH2:19][C:20]2[CH:25]=[CH:24][CH:23]=[CH:22][CH:21]=2)=[O:14])=[C:11]([N:26]2[CH2:31][CH2:30][CH:29]([OH:32])[CH2:28][CH2:27]2)[N:10]=[C:9]([N:41]2[CH2:47][CH2:46][CH2:45][CH:42]2[CH2:43][OH:44])[N:8]=1, predict the reactants needed to synthesize it. The reactants are: [Cl:1][C:2]1[CH:3]=[C:4]([CH:36]=[CH:37][C:38]=1[O:39][CH3:40])[CH2:5][NH:6][C:7]1[C:12]([C:13]([O:15][CH2:16][CH2:17][O:18][CH2:19][C:20]2[CH:25]=[CH:24][CH:23]=[CH:22][CH:21]=2)=[O:14])=[C:11]([N:26]2[CH2:31][CH2:30][CH:29]([OH:32])[CH2:28][CH2:27]2)[N:10]=[C:9](S(C)=O)[N:8]=1.[NH:41]1[CH2:47][CH2:46][CH2:45][C@H:42]1[CH2:43][OH:44].C(N(CC)CC)C.CN(C)C=O.